The task is: Regression. Given a peptide amino acid sequence and an MHC pseudo amino acid sequence, predict their binding affinity value. This is MHC class II binding data.. This data is from Peptide-MHC class II binding affinity with 134,281 pairs from IEDB. (1) The peptide sequence is SHGILMKDIEDAMPG. The MHC is DRB1_0101 with pseudo-sequence DRB1_0101. The binding affinity (normalized) is 0.355. (2) The peptide sequence is EKALWIIFSQNMNIK. The MHC is HLA-DQA10201-DQB10202 with pseudo-sequence HLA-DQA10201-DQB10202. The binding affinity (normalized) is 0.203. (3) The peptide sequence is TILQRLGVLFGSRIA. The MHC is DRB3_0101 with pseudo-sequence DRB3_0101. The binding affinity (normalized) is 0.127. (4) The peptide sequence is EFIPMKSSWGAIWRI. The MHC is HLA-DQA10301-DQB10302 with pseudo-sequence HLA-DQA10301-DQB10302. The binding affinity (normalized) is 0.0671. (5) The peptide sequence is SCLDGKLCLMKAQPT. The MHC is DRB1_1302 with pseudo-sequence DRB1_1302. The binding affinity (normalized) is 0.364.